This data is from Full USPTO retrosynthesis dataset with 1.9M reactions from patents (1976-2016). The task is: Predict the reactants needed to synthesize the given product. Given the product [Cl:23][C:24]1[C:33]([C:4]2[CH:5]=[C:6]([S:8][CH3:9])[N:7]=[C:2]([CH3:1])[N:3]=2)=[N:32][C:31]2[C:26](=[CH:27][CH:28]=[CH:29][CH:30]=2)[N:25]=1, predict the reactants needed to synthesize it. The reactants are: [CH3:1][C:2]1[N:7]=[C:6]([S:8][CH3:9])[CH:5]=[C:4]([Sn](CCCC)(CCCC)CCCC)[N:3]=1.[Cl:23][C:24]1[C:33](Cl)=[N:32][C:31]2[C:26](=[CH:27][CH:28]=[CH:29][CH:30]=2)[N:25]=1.